From a dataset of Forward reaction prediction with 1.9M reactions from USPTO patents (1976-2016). Predict the product of the given reaction. Given the reactants [NH2:1][C:2]1[C:7]([CH:8]=O)=[C:6]([N:10]2[CH2:15][CH2:14][CH:13]([C:16]3[N:17]([CH3:32])[CH:18]=[C:19]([C:21]4[CH:26]=[CH:25][C:24]([F:27])=[C:23]([C:28]([F:31])([F:30])[F:29])[CH:22]=4)[N:20]=3)[CH2:12][CH2:11]2)[N:5]=[CH:4][N:3]=1.[NH2:33]C1C(C#N)=C(Cl)N=CN=1, predict the reaction product. The product is: [NH2:1][C:2]1[C:7]([C:8]#[N:33])=[C:6]([N:10]2[CH2:15][CH2:14][CH:13]([C:16]3[N:17]([CH3:32])[CH:18]=[C:19]([C:21]4[CH:26]=[CH:25][C:24]([F:27])=[C:23]([C:28]([F:31])([F:30])[F:29])[CH:22]=4)[N:20]=3)[CH2:12][CH2:11]2)[N:5]=[CH:4][N:3]=1.